From a dataset of Catalyst prediction with 721,799 reactions and 888 catalyst types from USPTO. Predict which catalyst facilitates the given reaction. Reactant: Cl.[N:2]1([CH:7]2[CH2:10][N:9]([CH2:11][CH:12]3[CH2:17][CH2:16][N:15]([C:18]([O:20][C:21](C)(C)[CH3:22])=[O:19])[CH2:14][CH2:13]3)[CH2:8]2)[CH:6]=[CH:5][CH:4]=[N:3]1.ClC(OCC)=O. Product: [N:2]1([CH:7]2[CH2:10][N:9]([CH2:11][CH:12]3[CH2:13][CH2:14][N:15]([C:18]([O:20][CH2:21][CH3:22])=[O:19])[CH2:16][CH2:17]3)[CH2:8]2)[CH:6]=[CH:5][CH:4]=[N:3]1. The catalyst class is: 258.